Dataset: NCI-60 drug combinations with 297,098 pairs across 59 cell lines. Task: Regression. Given two drug SMILES strings and cell line genomic features, predict the synergy score measuring deviation from expected non-interaction effect. (1) Drug 1: CCC1=CC2CC(C3=C(CN(C2)C1)C4=CC=CC=C4N3)(C5=C(C=C6C(=C5)C78CCN9C7C(C=CC9)(C(C(C8N6C)(C(=O)OC)O)OC(=O)C)CC)OC)C(=O)OC. Drug 2: CC1CC(C(C(C=C(C(C(C=CC=C(C(=O)NC2=CC(=O)C(=C(C1)C2=O)OC)C)OC)OC(=O)N)C)C)O)OC. Cell line: HCT116. Synergy scores: CSS=61.4, Synergy_ZIP=2.51, Synergy_Bliss=2.80, Synergy_Loewe=2.32, Synergy_HSA=5.62. (2) Drug 1: C1=CC(=C2C(=C1NCCNCCO)C(=O)C3=C(C=CC(=C3C2=O)O)O)NCCNCCO. Synergy scores: CSS=18.2, Synergy_ZIP=-2.66, Synergy_Bliss=-7.75, Synergy_Loewe=-7.76, Synergy_HSA=-7.08. Drug 2: C#CCC(CC1=CN=C2C(=N1)C(=NC(=N2)N)N)C3=CC=C(C=C3)C(=O)NC(CCC(=O)O)C(=O)O. Cell line: HS 578T. (3) Drug 1: CCCS(=O)(=O)NC1=C(C(=C(C=C1)F)C(=O)C2=CNC3=C2C=C(C=N3)C4=CC=C(C=C4)Cl)F. Drug 2: CNC(=O)C1=NC=CC(=C1)OC2=CC=C(C=C2)NC(=O)NC3=CC(=C(C=C3)Cl)C(F)(F)F. Cell line: KM12. Synergy scores: CSS=58.9, Synergy_ZIP=3.30, Synergy_Bliss=2.75, Synergy_Loewe=-14.1, Synergy_HSA=0.543. (4) Drug 1: CC1=C2C(C(=O)C3(C(CC4C(C3C(C(C2(C)C)(CC1OC(=O)C(C(C5=CC=CC=C5)NC(=O)C6=CC=CC=C6)O)O)OC(=O)C7=CC=CC=C7)(CO4)OC(=O)C)O)C)OC(=O)C. Drug 2: CC1C(C(CC(O1)OC2CC(CC3=C2C(=C4C(=C3O)C(=O)C5=CC=CC=C5C4=O)O)(C(=O)C)O)N)O. Cell line: ACHN. Synergy scores: CSS=51.4, Synergy_ZIP=-4.68, Synergy_Bliss=-5.66, Synergy_Loewe=-4.35, Synergy_HSA=-3.16. (5) Drug 1: CN1CCC(CC1)COC2=C(C=C3C(=C2)N=CN=C3NC4=C(C=C(C=C4)Br)F)OC. Drug 2: C1C(C(OC1N2C=C(C(=O)NC2=O)F)CO)O. Cell line: HT29. Synergy scores: CSS=30.9, Synergy_ZIP=-5.03, Synergy_Bliss=-8.31, Synergy_Loewe=-24.4, Synergy_HSA=-7.51. (6) Drug 1: C1=C(C(=O)NC(=O)N1)N(CCCl)CCCl. Drug 2: CC12CCC3C(C1CCC2O)C(CC4=C3C=CC(=C4)O)CCCCCCCCCS(=O)CCCC(C(F)(F)F)(F)F. Cell line: RXF 393. Synergy scores: CSS=23.2, Synergy_ZIP=-3.65, Synergy_Bliss=-0.610, Synergy_Loewe=1.59, Synergy_HSA=1.64. (7) Drug 2: C(CN)CNCCSP(=O)(O)O. Drug 1: C1=CN(C(=O)N=C1N)C2C(C(C(O2)CO)O)O.Cl. Cell line: NCI-H522. Synergy scores: CSS=31.3, Synergy_ZIP=-1.42, Synergy_Bliss=-3.06, Synergy_Loewe=-31.5, Synergy_HSA=-2.12. (8) Drug 1: CC1=CC=C(C=C1)C2=CC(=NN2C3=CC=C(C=C3)S(=O)(=O)N)C(F)(F)F. Drug 2: C1CC(C1)(C(=O)O)C(=O)O.[NH2-].[NH2-].[Pt+2]. Cell line: PC-3. Synergy scores: CSS=9.20, Synergy_ZIP=-3.01, Synergy_Bliss=-0.475, Synergy_Loewe=-1.91, Synergy_HSA=-1.15.